This data is from NCI-60 drug combinations with 297,098 pairs across 59 cell lines. The task is: Regression. Given two drug SMILES strings and cell line genomic features, predict the synergy score measuring deviation from expected non-interaction effect. (1) Drug 1: C1CN1C2=NC(=NC(=N2)N3CC3)N4CC4. Drug 2: C1CC(=O)NC(=O)C1N2CC3=C(C2=O)C=CC=C3N. Cell line: K-562. Synergy scores: CSS=42.2, Synergy_ZIP=5.37, Synergy_Bliss=1.40, Synergy_Loewe=-2.99, Synergy_HSA=1.53. (2) Drug 1: CC12CCC(CC1=CCC3C2CCC4(C3CC=C4C5=CN=CC=C5)C)O. Drug 2: C1CN(P(=O)(OC1)NCCCl)CCCl. Cell line: CAKI-1. Synergy scores: CSS=6.91, Synergy_ZIP=-1.31, Synergy_Bliss=1.93, Synergy_Loewe=-46.3, Synergy_HSA=1.63.